From a dataset of Catalyst prediction with 721,799 reactions and 888 catalyst types from USPTO. Predict which catalyst facilitates the given reaction. (1) Reactant: Cl.[CH2:2]([O:4][C:5]([CH:7]1[C:12](=[O:13])[CH2:11][CH2:10][N:9]([CH2:14][C:15]2[CH:20]=[CH:19][CH:18]=[CH:17][CH:16]=2)[CH2:8]1)=[O:6])[CH3:3].[CH2:21]1COCC1.[OH-].[K+].CI. Product: [CH2:2]([O:4][C:5]([C:7]1([CH3:21])[C:12](=[O:13])[CH2:11][CH2:10][N:9]([CH2:14][C:15]2[CH:16]=[CH:17][CH:18]=[CH:19][CH:20]=2)[CH2:8]1)=[O:6])[CH3:3]. The catalyst class is: 3. (2) Reactant: [NH2:1][C:2]1[CH:9]=[CH:8][CH:7]=[CH:6][C:3]=1[CH2:4][OH:5].N([O-])=O.[Na+].[N-:14]=[N+:15]=[N-].[Na+]. Product: [N:1]([C:2]1[CH:9]=[CH:8][CH:7]=[CH:6][C:3]=1[CH2:4][OH:5])=[N+:14]=[N-:15]. The catalyst class is: 574. (3) Reactant: [CH2:1]([N:3]([CH:27]1[CH2:32][CH2:31][NH:30][CH2:29][CH2:28]1)[C:4]1[C:19]2[CH2:18][CH:17]=[CH:16][CH2:15][CH2:14][C:13]3[CH:20]=[C:21]([CH3:25])[NH:22][C:23](=[O:24])[C:12]=3[CH2:11][NH:10][C:9](=[O:26])[C:8]=2[CH:7]=[CH:6][CH:5]=1)[CH3:2].[F:33][C:34]([F:39])([F:38])[CH2:35][CH:36]=O.CC(O)=O.[BH3-]C#N.[Na+]. Product: [CH2:1]([N:3]([CH:27]1[CH2:32][CH2:31][N:30]([CH2:36][CH2:35][C:34]([F:39])([F:38])[F:33])[CH2:29][CH2:28]1)[C:4]1[C:19]2[CH2:18][CH:17]=[CH:16][CH2:15][CH2:14][C:13]3[CH:20]=[C:21]([CH3:25])[NH:22][C:23](=[O:24])[C:12]=3[CH2:11][NH:10][C:9](=[O:26])[C:8]=2[CH:7]=[CH:6][CH:5]=1)[CH3:2]. The catalyst class is: 5.